Dataset: Catalyst prediction with 721,799 reactions and 888 catalyst types from USPTO. Task: Predict which catalyst facilitates the given reaction. (1) Reactant: [C:1]1([CH:7]2[O:12][C:11]3[CH:13]=[CH:14][C:15]([OH:17])=[CH:16][C:10]=3[O:9][CH2:8]2)[CH:6]=[CH:5][CH:4]=[CH:3][CH:2]=1.Cl[C:19]1[CH:24]=[CH:23][C:22]([N+:25]([O-:27])=[O:26])=[CH:21][N:20]=1.C(=O)([O-])[O-].[K+].[K+].O. Product: [C:1]1([CH:7]2[O:12][C:11]3[CH:13]=[CH:14][C:15]([O:17][C:19]4[CH:24]=[CH:23][C:22]([N+:25]([O-:27])=[O:26])=[CH:21][N:20]=4)=[CH:16][C:10]=3[O:9][CH2:8]2)[CH:2]=[CH:3][CH:4]=[CH:5][CH:6]=1. The catalyst class is: 9. (2) Reactant: Cl[C:2]1[N:11]=[C:10]2[C:5]([C:6](=[O:28])[C:7]([C:23]([O:25][CH2:26][CH3:27])=[O:24])=[CH:8][N:9]2[CH2:12][C:13]2[CH:18]=[CH:17][C:16]([O:19][CH3:20])=[CH:15][C:14]=2[O:21][CH3:22])=[CH:4][C:3]=1F.[NH:30]1[CH2:36][CH2:35][CH2:34][C@@H:31]1[CH2:32][OH:33].C(N(C(C)C)CC)(C)C.O. Product: [CH3:22][O:21][C:14]1[CH:15]=[C:16]([O:19][CH3:20])[CH:17]=[CH:18][C:13]=1[CH2:12][N:9]1[C:10]2[C:5](=[CH:4][CH:3]=[C:2]([N:30]3[CH2:36][CH2:35][CH2:34][C@@H:31]3[CH2:32][OH:33])[N:11]=2)[C:6](=[O:28])[C:7]([C:23]([O:25][CH2:26][CH3:27])=[O:24])=[CH:8]1. The catalyst class is: 10. (3) Reactant: [OH:1][C:2]1[N:3]=[C:4]([S:20][CH3:21])[N:5]([C:9]2[CH:10]=[C:11]([CH:16]=[CH:17][C:18]=2[CH3:19])[C:12]([O:14][CH3:15])=[O:13])[C:6](=[O:8])[CH:7]=1.C(=O)([O-])[O-].[K+].[K+].[C:28]([C:30]1[CH:37]=[C:36]([F:38])[CH:35]=[CH:34][C:31]=1[CH2:32]Br)#[N:29]. Product: [C:28]([C:30]1[CH:37]=[C:36]([F:38])[CH:35]=[CH:34][C:31]=1[CH2:32][O:1][C:2]1[N:3]=[C:4]([S:20][CH3:21])[N:5]([C:9]2[CH:10]=[C:11]([CH:16]=[CH:17][C:18]=2[CH3:19])[C:12]([O:14][CH3:15])=[O:13])[C:6](=[O:8])[CH:7]=1)#[N:29]. The catalyst class is: 3. (4) Reactant: FC(F)(F)S(O[C:7]1[CH:12]=[CH:11][C:10]([C@H:13]2[CH2:18][CH2:17][C@H:16]([CH2:19][CH2:20][CH3:21])[CH2:15][O:14]2)=[CH:9][C:8]=1[F:22])(=O)=O.[F:25][C:26]1[CH:27]=[C:28]([CH:50]=[C:51]([F:57])[C:52]=1[C:53]([F:56])([F:55])[F:54])[O:29][C:30]([F:49])([F:48])[C:31]1[C:36]([F:37])=[CH:35][C:34](B2OC(C)(C)C(C)(C)O2)=[CH:33][C:32]=1[F:47].C(=O)([O-])[O-].[Na+].[Na+]. Product: [F:25][C:26]1[CH:27]=[C:28]([CH:50]=[C:51]([F:57])[C:52]=1[C:53]([F:54])([F:56])[F:55])[O:29][C:30]([F:48])([F:49])[C:31]1[C:32]([F:47])=[CH:33][C:34]([C:7]2[CH:12]=[CH:11][C:10]([CH:13]3[CH2:18][CH2:17][CH:16]([CH2:19][CH2:20][CH3:21])[CH2:15][O:14]3)=[CH:9][C:8]=2[F:22])=[CH:35][C:36]=1[F:37]. The catalyst class is: 335. (5) Reactant: [N+:1]([O-:4])(O)=[O:2].[CH:5]1[C:10]2[CH2:11][CH2:12][C:13](=[O:16])[CH2:14][CH2:15][C:9]=2[CH:8]=[CH:7][CH:6]=1. Product: [N+:1]([C:7]1[CH:6]=[CH:5][C:10]2[CH2:11][CH2:12][C:13](=[O:16])[CH2:14][CH2:15][C:9]=2[CH:8]=1)([O-:4])=[O:2]. The catalyst class is: 6.